From a dataset of Forward reaction prediction with 1.9M reactions from USPTO patents (1976-2016). Predict the product of the given reaction. (1) Given the reactants [CH:1]([Mg]Cl)([CH3:3])[CH3:2].[CH3:6][C:7]1[N:12]=[C:11](/[C:13](=[N:15]/[O:16][CH2:17][CH2:18][CH2:19][C:20]2[N:25]=[C:24]([CH:26]=[O:27])[CH:23]=[CH:22][CH:21]=2)/[CH3:14])[CH:10]=[CH:9][CH:8]=1.[Cl-].[NH4+], predict the reaction product. The product is: [OH:27][CH:26]([C:24]1[N:25]=[C:20]([CH2:19][CH2:18][CH2:17][O:16]/[N:15]=[C:13](/[C:11]2[CH:10]=[CH:9][CH:8]=[C:7]([CH3:6])[N:12]=2)\[CH3:14])[CH:21]=[CH:22][CH:23]=1)[CH:1]([CH3:3])[CH3:2]. (2) Given the reactants [C:1]1([C:7]([NH:9][CH:10]2[CH2:15][CH:14]([C:16]3[CH:21]=[CH:20][C:19]([C:22]([F:25])([F:24])[F:23])=[CH:18][CH:17]=3)[CH2:13][N:12]([C:26]([O:28]C3C=CC([N+]([O-])=O)=CC=3)=O)[CH2:11]2)=[O:8])[CH:6]=[CH:5][CH:4]=[CH:3][CH:2]=1.[CH3:38][C@H:39]1[O:44][C@@H:43]([CH3:45])[CH2:42][NH:41][CH2:40]1.C(=O)([O-])[O-].[K+].[K+], predict the reaction product. The product is: [CH3:45][CH:43]1[O:44][CH:39]([CH3:38])[CH2:40][N:41]([C:26]([N:12]2[CH2:13][CH:14]([C:16]3[CH:17]=[CH:18][C:19]([C:22]([F:25])([F:23])[F:24])=[CH:20][CH:21]=3)[CH2:15][CH:10]([NH:9][C:7]([C:1]3[CH:6]=[CH:5][CH:4]=[CH:3][CH:2]=3)=[O:8])[CH2:11]2)=[O:28])[CH2:42]1. (3) The product is: [C:19]([O:22][C:23](=[O:25])[NH:14][C:5]1[CH:6]=[C:7]([O:8][CH2:9][C:10]([F:13])([F:12])[F:11])[C:2]([C:35]([F:38])([F:37])[F:36])=[CH:3][C:4]=1[N+:15]([O-:17])=[O:16])([CH3:21])([CH3:20])[CH3:18]. Given the reactants I[C:2]1[C:7]([O:8][CH2:9][C:10]([F:13])([F:12])[F:11])=[CH:6][C:5]([NH2:14])=[C:4]([N+:15]([O-:17])=[O:16])[CH:3]=1.[CH3:18][C:19]([O:22][C:23]([O:25]C(OC(C)(C)C)=O)=O)([CH3:21])[CH3:20].C(O)([C:35]([F:38])([F:37])[F:36])=O, predict the reaction product. (4) Given the reactants [O:1]1[CH2:6][CH2:5][CH:4]([O:7][C:8]2[CH:17]=[CH:16][C:11]([C:12]([O:14]C)=[O:13])=[CH:10][CH:9]=2)[CH2:3][CH2:2]1.[OH-].[Na+], predict the reaction product. The product is: [O:1]1[CH2:2][CH2:3][CH:4]([O:7][C:8]2[CH:17]=[CH:16][C:11]([C:12]([OH:14])=[O:13])=[CH:10][CH:9]=2)[CH2:5][CH2:6]1. (5) Given the reactants [NH2:1][CH:2]([C:5]1[C:6](=[O:17])[NH:7][C:8]([CH:11]2[CH2:16][CH2:15][O:14][CH2:13][CH2:12]2)=[N:9][N:10]=1)[CH2:3][CH3:4].[CH:18]1([C:23](Cl)=[O:24])[CH2:22][CH2:21][CH2:20][CH2:19]1, predict the reaction product. The product is: [O:17]=[C:6]1[C:5]([CH:2]([NH:1][C:23]([CH:18]2[CH2:22][CH2:21][CH2:20][CH2:19]2)=[O:24])[CH2:3][CH3:4])=[N:10][N:9]=[C:8]([CH:11]2[CH2:16][CH2:15][O:14][CH2:13][CH2:12]2)[NH:7]1. (6) Given the reactants [C:1]([C:5]1[CH:10]=[CH:9][C:8]([C:11]2[N:12]([C:30](Cl)=[O:31])[C@H:13]([C:23]3[CH:28]=[CH:27][C:26]([Cl:29])=[CH:25][CH:24]=3)[C@H:14]([C:16]3[CH:21]=[CH:20][C:19]([Cl:22])=[CH:18][CH:17]=3)[N:15]=2)=[C:7]([O:33][CH2:34][CH3:35])[CH:6]=1)([CH3:4])([CH3:3])[CH3:2].[NH:36]1[CH2:41][CH2:40][NH:39][CH2:38][C:37]1=[O:42], predict the reaction product. The product is: [ClH:22].[C:1]([C:5]1[CH:10]=[CH:9][C:8]([C:11]2[N:12]([C:30]([N:39]3[CH2:40][CH2:41][NH:36][C:37](=[O:42])[CH2:38]3)=[O:31])[C@H:13]([C:23]3[CH:24]=[CH:25][C:26]([Cl:29])=[CH:27][CH:28]=3)[C@H:14]([C:16]3[CH:17]=[CH:18][C:19]([Cl:22])=[CH:20][CH:21]=3)[N:15]=2)=[C:7]([O:33][CH2:34][CH3:35])[CH:6]=1)([CH3:4])([CH3:2])[CH3:3]. (7) Given the reactants [CH3:1][C:2]([CH3:10])([CH:5]([OH:9])[CH:6]([CH3:8])[CH3:7])[CH2:3][OH:4].[CH2:11](Cl)[CH:12]=[C:13]([CH3:15])[CH3:14], predict the reaction product. The product is: [CH3:14][C:13]([CH3:15])=[CH:12][CH2:11][O:4][CH2:3][C:2]([CH3:10])([CH3:1])[CH:5]([OH:9])[CH:6]([CH3:8])[CH3:7].